From a dataset of Catalyst prediction with 721,799 reactions and 888 catalyst types from USPTO. Predict which catalyst facilitates the given reaction. (1) Reactant: [NH2:1][C:2]1[N:7]=[CH:6][N:5]=[C:4]([N:8]2[C:12]3[CH:13]=[CH:14][CH:15]=[CH:16][C:11]=3[N:10]=[C:9]2[NH:17][C:18]2[CH:23]=[C:22]([N+:24]([O-])=O)[CH:21]=[CH:20][C:19]=2[CH3:27])[CH:3]=1. Product: [NH2:1][C:2]1[N:7]=[CH:6][N:5]=[C:4]([N:8]2[C:12]3[CH:13]=[CH:14][CH:15]=[CH:16][C:11]=3[N:10]=[C:9]2[NH:17][C:18]2[CH:23]=[C:22]([NH2:24])[CH:21]=[CH:20][C:19]=2[CH3:27])[CH:3]=1. The catalyst class is: 29. (2) Reactant: Br[C:2]1[N:6]([CH3:7])[N:5]=[C:4]([CH3:8])[C:3]=1[C:9]1[C:14]([F:15])=[CH:13][CH:12]=[CH:11][C:10]=1[Cl:16].C([Li])CCC.[CH3:22][CH:23]([CH3:26])[CH:24]=[O:25]. Product: [Cl:16][C:10]1[CH:11]=[CH:12][CH:13]=[C:14]([F:15])[C:9]=1[C:3]1[C:4]([CH3:8])=[N:5][N:6]([CH3:7])[C:2]=1[CH:24]([CH:23]([CH3:26])[CH3:22])[OH:25]. The catalyst class is: 54. (3) Reactant: C(OC(=O)[NH:7][C:8]1[CH:13]=[C:12]([C:14]#[N:15])[CH:11]=[C:10]([N:16]2[CH2:21][CH2:20][C@@H:19]([N:22]3[CH2:27][CH2:26][O:25][CH2:24][CH2:23]3)[C@H:18]([O:28][Si:29]([C:32]([CH3:35])([CH3:34])[CH3:33])([CH3:31])[CH3:30])[CH2:17]2)[C:9]=1[Cl:36])(C)(C)C.C(O)(C(F)(F)F)=O. Product: [NH2:7][C:8]1[CH:13]=[C:12]([CH:11]=[C:10]([N:16]2[CH2:21][CH2:20][C@@H:19]([N:22]3[CH2:23][CH2:24][O:25][CH2:26][CH2:27]3)[C@H:18]([O:28][Si:29]([C:32]([CH3:35])([CH3:34])[CH3:33])([CH3:30])[CH3:31])[CH2:17]2)[C:9]=1[Cl:36])[C:14]#[N:15]. The catalyst class is: 4. (4) Reactant: [C:1]([CH2:4][CH2:5][NH:6][C:7]([C@:9]12[CH2:43][CH2:42][C@@H:41]([C:44]([CH3:46])=[CH2:45])[C@@H:10]1[C@@H:11]1[C@@:24]([CH3:27])([CH2:25][CH2:26]2)[C@@:23]2([CH3:28])[C@@H:14]([C@:15]3([CH3:40])[C@@H:20]([CH2:21][CH2:22]2)[C:19]([CH3:30])([CH3:29])[C:18]([C:31]2[CH:39]=[CH:38][C:34]([C:35]([OH:37])=[O:36])=[CH:33][CH:32]=2)=[CH:17][CH2:16]3)[CH2:13][CH2:12]1)=[O:8])([OH:3])=[O:2].C(N/C(=N/C(C)C)/O[CH2:53][CH2:54][Si:55]([CH3:58])([CH3:57])[CH3:56])(C)C. Product: [CH3:27][C@:24]12[C@@:23]3([CH3:28])[C@@H:14]([C@:15]4([CH3:40])[C@@H:20]([CH2:21][CH2:22]3)[C:19]([CH3:30])([CH3:29])[C:18]([C:31]3[CH:32]=[CH:33][C:34]([C:35]([O:37][CH2:53][CH2:54][Si:55]([CH3:58])([CH3:57])[CH3:56])=[O:36])=[CH:38][CH:39]=3)=[CH:17][CH2:16]4)[CH2:13][CH2:12][C@@H:11]1[C@H:10]1[C@H:41]([C:44]([CH3:46])=[CH2:45])[CH2:42][CH2:43][C@:9]1([C:7](=[O:8])[NH:6][CH2:5][CH2:4][C:1](=[O:3])[O:2][CH2:53][CH2:54][Si:55]([CH3:56])([CH3:57])[CH3:58])[CH2:26][CH2:25]2. The catalyst class is: 49. (5) Reactant: [CH:1]1([CH2:4][N:5]([CH2:15][CH2:16][CH3:17])[C:6]2[N:11]=[CH:10][N:9]=[C:8]([C:12]([OH:14])=O)[CH:7]=2)[CH2:3][CH2:2]1.C(N(CC)CC)C.[NH:25]1[C:33]2[CH:32]=[CH:31][CH:30]=[C:29]([NH2:34])[C:28]=2[CH:27]=[N:26]1. Product: [CH:1]1([CH2:4][N:5]([CH2:15][CH2:16][CH3:17])[C:6]2[N:11]=[CH:10][N:9]=[C:8]([C:12]([NH:34][C:29]3[CH:30]=[CH:31][CH:32]=[C:33]4[C:28]=3[CH:27]=[N:26][NH:25]4)=[O:14])[CH:7]=2)[CH2:2][CH2:3]1. The catalyst class is: 2. (6) Reactant: Cl[C:2]1[CH:18]=[C:17]([NH:19][CH:20]2[CH2:22][CH2:21]2)[C:5]([C:6]([NH:8][CH2:9][C:10]([F:16])([F:15])[C:11]([OH:14])([CH3:13])[CH3:12])=[O:7])=[CH:4][N:3]=1.[NH2:23][C:24]1[C:31]([Cl:32])=[CH:30][C:27]([C:28]#[N:29])=[CH:26][N:25]=1.C([O-])([O-])=O.[Cs+].[Cs+].CC1(C)C2C(=C(P(C3C=CC=CC=3)C3C=CC=CC=3)C=CC=2)OC2C(P(C3C=CC=CC=3)C3C=CC=CC=3)=CC=CC1=2. Product: [Cl:32][C:31]1[C:24]([NH:23][C:2]2[CH:18]=[C:17]([NH:19][CH:20]3[CH2:22][CH2:21]3)[C:5]([C:6]([NH:8][CH2:9][C:10]([F:16])([F:15])[C:11]([OH:14])([CH3:13])[CH3:12])=[O:7])=[CH:4][N:3]=2)=[N:25][CH:26]=[C:27]([C:28]#[N:29])[CH:30]=1. The catalyst class is: 62.